From a dataset of Catalyst prediction with 721,799 reactions and 888 catalyst types from USPTO. Predict which catalyst facilitates the given reaction. (1) Reactant: [NH:1]([C:10]([O:12][C:13]([CH3:16])([CH3:15])[CH3:14])=[O:11])[C@@H:2]([C:7]([OH:9])=O)[CH2:3][CH:4]([CH3:6])[CH3:5].C1C=NC2N(O)N=NC=2C=1.CC(C)N=C=NC(C)C.[C:36]([O:40][CH2:41][CH:42]1[C:54]2[CH:53]=[CH:52][CH:51]=[CH:50][C:49]=2[C:48]2[C:43]1=[CH:44][CH:45]=[CH:46][CH:47]=2)(=[O:39])[NH:37][NH2:38]. Product: [C:13]([O:12][C:10]([NH:1][C@H:2]([CH2:3][CH:4]([CH3:5])[CH3:6])[C:7]([NH:38][NH:37][C:36]([O:40][CH2:41][CH:42]1[C:43]2[CH:44]=[CH:45][CH:46]=[CH:47][C:48]=2[C:49]2[C:54]1=[CH:53][CH:52]=[CH:51][CH:50]=2)=[O:39])=[O:9])=[O:11])([CH3:16])([CH3:15])[CH3:14]. The catalyst class is: 174. (2) Reactant: [CH:1]([N:4]1[C:8]([C:9]2[CH2:14][N:13]([CH3:15])[CH2:12][CH2:11][C:10]=2[CH2:16]O)=[CH:7][CH:6]=[N:5]1)([CH3:3])[CH3:2].O=S(Cl)[Cl:20]. Product: [Cl:20][CH2:16][C:10]1[CH2:11][CH2:12][N:13]([CH3:15])[CH2:14][C:9]=1[C:8]1[N:4]([CH:1]([CH3:3])[CH3:2])[N:5]=[CH:6][CH:7]=1. The catalyst class is: 2. (3) Reactant: Cl[C:2]1[N:3]=[C:4]2[CH:18]=[C:17]([Cl:19])[C:16]([Cl:20])=[N:15][C:5]2=[N:6][C:7]=1[N:8]1[CH2:13][CH2:12][N:11]([CH3:14])[CH2:10][CH2:9]1.O.[NH2:22][NH2:23]. Product: [Cl:20][C:16]1[C:17]([Cl:19])=[CH:18][C:4]2[C:5]([N:15]=1)=[N:6][C:7]([N:8]1[CH2:13][CH2:12][N:11]([CH3:14])[CH2:10][CH2:9]1)=[C:2]([NH:22][NH2:23])[N:3]=2. The catalyst class is: 14. (4) Reactant: C[O:2][C:3]([CH:5]1[CH:9]([C:10]2[CH:15]=[CH:14][CH:13]=[CH:12][CH:11]=2)[CH2:8][N:7]([C:16]([C:18]2[N:19]=[C:20]3[C:25]([C:26]([F:29])([F:28])[F:27])=[CH:24][C:23]([C:30]4[CH:34]=[CH:33][O:32][CH:31]=4)=[CH:22][N:21]3[C:35]=2[Cl:36])=[O:17])[CH2:6]1)=[O:4].O.[OH-].[Li+].Cl. Product: [Cl:36][C:35]1[N:21]2[CH:22]=[C:23]([C:30]3[CH:34]=[CH:33][O:32][CH:31]=3)[CH:24]=[C:25]([C:26]([F:29])([F:27])[F:28])[C:20]2=[N:19][C:18]=1[C:16]([N:7]1[CH2:8][CH:9]([C:10]2[CH:11]=[CH:12][CH:13]=[CH:14][CH:15]=2)[CH:5]([C:3]([OH:4])=[O:2])[CH2:6]1)=[O:17]. The catalyst class is: 87.